Predict the reactants needed to synthesize the given product. From a dataset of Full USPTO retrosynthesis dataset with 1.9M reactions from patents (1976-2016). (1) Given the product [CH3:22][O:21][C:18]1[CH:19]=[CH:20][C:15]([CH2:14][CH2:13][N:8]2[CH2:9][CH2:10][CH2:11][C:5]3([O:4][CH2:3][CH2:2][O:1]3)[CH2:6][CH2:7]2)=[CH:16][CH:17]=1, predict the reactants needed to synthesize it. The reactants are: [O:1]1[C:5]2([CH2:11][CH2:10][CH2:9][NH:8][CH2:7][CH2:6]2)[O:4][CH2:3][CH2:2]1.Br[CH2:13][CH2:14][C:15]1[CH:20]=[CH:19][C:18]([O:21][CH3:22])=[CH:17][CH:16]=1.C([O-])([O-])=O.[K+].[K+].O. (2) Given the product [CH2:20]([C@@:13]1([CH2:18][CH3:19])[NH:12][C@H:11]([C:24]2[CH:29]=[CH:28][CH:27]=[CH:26][CH:25]=2)[C:10]2[CH:30]=[C:31]([O:32][CH3:33])[C:7]([C:43]([O:45][CH3:36])=[O:44])=[CH:8][C:9]=2[S:15](=[O:16])(=[O:17])[CH2:14]1)[CH2:21][CH2:22][CH3:23], predict the reactants needed to synthesize it. The reactants are: FC(F)(F)S(O[C:7]1[C:31]([O:32][CH3:33])=[CH:30][C:10]2[C@@H:11]([C:24]3[CH:29]=[CH:28][CH:27]=[CH:26][CH:25]=3)[NH:12][C@@:13]([CH2:20][CH2:21][CH2:22][CH3:23])([CH2:18][CH3:19])[CH2:14][S:15](=[O:17])(=[O:16])[C:9]=2[CH:8]=1)(=O)=O.[CH2:36](N(CC)CC)C.[CH3:43][OH:44].[OH2:45]. (3) Given the product [Cl:1][C:2]1[CH:3]=[C:4]2[CH:10]=[CH:9][N:8]([C:11]3[N:15]([CH3:16])[N:14]=[C:13]([CH3:17])[C:12]=3/[CH:18]=[CH:19]/[C:20]([NH:22][S:23]([C:26]3[CH:31]=[CH:30][C:29]([CH3:32])=[CH:28][C:27]=3[OH:33])(=[O:25])=[O:24])=[O:21])[C:5]2=[N:6][CH:7]=1, predict the reactants needed to synthesize it. The reactants are: [Cl:1][C:2]1[CH:3]=[C:4]2[CH:10]=[CH:9][N:8]([C:11]3[N:15]([CH3:16])[N:14]=[C:13]([CH3:17])[C:12]=3/[CH:18]=[CH:19]/[C:20]([NH:22][S:23]([C:26]3[CH:31]=[CH:30][C:29]([CH3:32])=[CH:28][C:27]=3[O:33]C)(=[O:25])=[O:24])=[O:21])[C:5]2=[N:6][CH:7]=1.B(Br)(Br)Br. (4) Given the product [CH:23]1([NH:22][C:17]2[CH:16]=[C:15]([C:5]3[CH:6]=[CH:7][CH:8]=[C:3]([C:2]([F:13])([F:12])[F:1])[CH:4]=3)[N:20]=[C:19]([NH2:21])[N:18]=2)[CH2:24][CH2:25][CH2:26][CH2:27]1, predict the reactants needed to synthesize it. The reactants are: [F:1][C:2]([F:13])([F:12])[C:3]1[CH:4]=[C:5](B(O)O)[CH:6]=[CH:7][CH:8]=1.Cl[C:15]1[N:20]=[C:19]([NH2:21])[N:18]=[C:17]([NH:22][CH:23]2[CH2:27][CH2:26][CH2:25][CH2:24]2)[CH:16]=1.